This data is from Forward reaction prediction with 1.9M reactions from USPTO patents (1976-2016). The task is: Predict the product of the given reaction. (1) Given the reactants [C:1]1([CH2:11][C:12]#[N:13])([CH2:8][C:9]#[N:10])[CH2:4][C:3](=[CH:5][C:6]#[N:7])[CH2:2]1.[NH:14]1[CH:18]=[C:17]([C:19]2[C:20]3[CH:27]=[CH:26][N:25](COCC[Si](C)(C)C)[C:21]=3[N:22]=[CH:23][N:24]=2)[CH:16]=[N:15]1.N12CCCN=C1CCCCC2, predict the reaction product. The product is: [N:22]1[C:21]2[NH:25][CH:26]=[CH:27][C:20]=2[C:19]([C:17]2[CH:16]=[N:15][N:14]([C:3]3([CH2:5][C:6]#[N:7])[CH2:2][C:1]([CH2:8][C:9]#[N:10])([CH2:11][C:12]#[N:13])[CH2:4]3)[CH:18]=2)=[N:24][CH:23]=1. (2) The product is: [F:1][C:2]1[CH:3]=[C:4]([CH:15]=[CH:16][CH:17]=1)[CH2:5][O:6][C:7]1[CH:14]=[CH:13][C:10]([CH:11]=[N:23][OH:21])=[CH:9][CH:8]=1. Given the reactants [F:1][C:2]1[CH:3]=[C:4]([CH:15]=[CH:16][CH:17]=1)[CH2:5][O:6][C:7]1[CH:14]=[CH:13][C:10]([CH:11]=O)=[CH:9][CH:8]=1.CCO.[OH2:21].Cl.[NH2:23]O.[OH-].[Na+], predict the reaction product. (3) Given the reactants B([C:4]1[CH:5]=[CH:6][C:7]([Cl:13])=[C:8]([CH:12]=1)[C:9]([OH:11])=[O:10])(O)O.Br[C:15]1[CH:16]=[CH:17][C:18]([O:32][C:33]2[CH:38]=[CH:37][CH:36]=[CH:35][C:34]=2[C:39]([CH3:42])([CH3:41])[CH3:40])=[C:19]([NH:21][C:22]([NH:24][C:25]2[CH:30]=[CH:29][C:28]([CH3:31])=[CH:27][CH:26]=2)=[O:23])[CH:20]=1.C(=O)([O-])[O-].[K+].[K+], predict the reaction product. The product is: [C:39]([C:34]1[CH:35]=[CH:36][CH:37]=[CH:38][C:33]=1[O:32][C:18]1[CH:17]=[CH:16][C:15]([C:4]2[CH:5]=[CH:6][C:7]([Cl:13])=[C:8]([C:9]([OH:11])=[O:10])[CH:12]=2)=[CH:20][C:19]=1[NH:21][C:22]([NH:24][C:25]1[CH:26]=[CH:27][C:28]([CH3:31])=[CH:29][CH:30]=1)=[O:23])([CH3:42])([CH3:40])[CH3:41].